This data is from Full USPTO retrosynthesis dataset with 1.9M reactions from patents (1976-2016). The task is: Predict the reactants needed to synthesize the given product. (1) Given the product [S:39]1[C:40]2[CH:46]=[CH:45][CH:44]=[CH:43][C:41]=2[N:42]=[C:38]1[CH2:37][O:19][C:15]1[CH:16]=[CH:17][C:18]2[N:13]([C:12]([C:20](=[O:25])[C:21]([CH3:23])([CH3:24])[CH3:22])=[C:11]([CH2:26][C:27]([CH3:33])([CH3:34])[C:28]([O:30][CH2:31][CH3:32])=[O:29])[C:10]=2[C:8]([C:5]2[CH:4]=[CH:3][C:2]([Cl:1])=[CH:7][CH:6]=2)=[O:9])[CH:14]=1, predict the reactants needed to synthesize it. The reactants are: [Cl:1][C:2]1[CH:7]=[CH:6][C:5]([C:8]([C:10]2[C:11]([CH2:26][C:27]([CH3:34])([CH3:33])[C:28]([O:30][CH2:31][CH3:32])=[O:29])=[C:12]([C:20](=[O:25])[C:21]([CH3:24])([CH3:23])[CH3:22])[N:13]3[C:18]=2[CH:17]=[CH:16][C:15]([OH:19])=[CH:14]3)=[O:9])=[CH:4][CH:3]=1.Cl.Cl[CH2:37][C:38]1[S:39][C:40]2[CH:46]=[CH:45][CH:44]=[CH:43][C:41]=2[N:42]=1.C(=O)([O-])[O-].[K+].[K+]. (2) Given the product [CH3:19][C:11]1([CH3:20])[O:10][C:9](=[O:21])[N:8]([C:6]2[CH:5]=[CH:4][N:3]=[C:2]([NH:30][C@H:28]([C:22]3[CH:27]=[CH:26][CH:25]=[CH:24][CH:23]=3)[CH3:29])[N:7]=2)[C@H:12]1[C:13]1[CH:18]=[CH:17][CH:16]=[CH:15][CH:14]=1, predict the reactants needed to synthesize it. The reactants are: Cl[C:2]1[N:7]=[C:6]([N:8]2[C@@H:12]([C:13]3[CH:18]=[CH:17][CH:16]=[CH:15][CH:14]=3)[C:11]([CH3:20])([CH3:19])[O:10][C:9]2=[O:21])[CH:5]=[CH:4][N:3]=1.[C:22]1([C@@H:28]([NH2:30])[CH3:29])[CH:27]=[CH:26][CH:25]=[CH:24][CH:23]=1. (3) Given the product [C:7]1([N:6]2[C:2]([C:14]#[C:13][Si:15]([CH3:18])([CH3:17])[CH3:16])=[CH:3][CH:4]=[N:5]2)[CH:12]=[CH:11][CH:10]=[CH:9][CH:8]=1, predict the reactants needed to synthesize it. The reactants are: I[C:2]1[N:6]([C:7]2[CH:12]=[CH:11][CH:10]=[CH:9][CH:8]=2)[N:5]=[CH:4][CH:3]=1.[C:13]([Si:15]([CH3:18])([CH3:17])[CH3:16])#[CH:14]. (4) The reactants are: [F:1][C:2]1[C:3]([CH3:25])=[C:4]([C:8]2([C:21]([O:23][CH3:24])=[O:22])[CH2:12][CH2:11][C:10](OS(C(F)(F)F)(=O)=O)=[CH:9]2)[CH:5]=[CH:6][CH:7]=1.[C:26]([N:33]1[CH:37]=[C:36](B2OC(C)(C)C(C)(C)O2)[CH:35]=[N:34]1)([O:28][C:29]([CH3:32])([CH3:31])[CH3:30])=[O:27].C(=O)([O-])[O-].[Cs+].[Cs+].ClCCl. Given the product [F:1][C:2]1[C:3]([CH3:25])=[C:4]([C@:8]2([C:21]([O:23][CH3:24])=[O:22])[CH2:12][CH2:11][C:10]([C:36]3[CH:35]=[N:34][N:33]([C:26]([O:28][C:29]([CH3:32])([CH3:31])[CH3:30])=[O:27])[CH:37]=3)=[CH:9]2)[CH:5]=[CH:6][CH:7]=1, predict the reactants needed to synthesize it. (5) Given the product [I:4][C:5]1[CH:10]=[CH:9][C:8]([CH:11]2[CH:20]([C:21]3[CH:26]=[CH:25][CH:24]=[C:23]([O:27][CH:28]4[CH2:33][CH2:32][CH2:31][CH2:30][O:29]4)[CH:22]=3)[C:19]([CH3:1])([OH:34])[C:18]3[C:13](=[CH:14][CH:15]=[C:16]([O:35][CH:36]4[CH2:41][CH2:40][CH2:39][CH2:38][O:37]4)[CH:17]=3)[O:12]2)=[CH:7][CH:6]=1, predict the reactants needed to synthesize it. The reactants are: [CH3:1][Mg]Cl.[I:4][C:5]1[CH:10]=[CH:9][C:8]([CH:11]2[CH:20]([C:21]3[CH:26]=[CH:25][CH:24]=[C:23]([O:27][CH:28]4[CH2:33][CH2:32][CH2:31][CH2:30][O:29]4)[CH:22]=3)[C:19](=[O:34])[C:18]3[C:13](=[CH:14][CH:15]=[C:16]([O:35][CH:36]4[CH2:41][CH2:40][CH2:39][CH2:38][O:37]4)[CH:17]=3)[O:12]2)=[CH:7][CH:6]=1.[NH4+].[Cl-]. (6) Given the product [C:69]([OH:74])(=[O:73])[C:70]([OH:72])=[O:71].[C:4]([N:29]1[C:30]2[C:35](=[CH:34][CH:33]=[CH:32][CH:31]=2)[C:27]([CH2:26][CH2:25][N:22]2[CH2:23][CH2:24][N:19]([C:18]3[C:13]4[O:12][CH2:11][CH2:10][O:9][C:14]=4[CH:15]=[CH:16][CH:17]=3)[CH2:20][CH2:21]2)=[CH:28]1)(=[O:5])[CH3:3], predict the reactants needed to synthesize it. The reactants are: [C:4](O)(=[O:5])/[CH:3]=[CH:3]/[C:4](O)=[O:5].[O:9]1[C:14]2[CH:15]=[CH:16][CH:17]=[C:18]([N:19]3[CH2:24][CH2:23][N:22]([CH2:25][CH2:26][C:27]4[C:35]5[C:30](=[CH:31][CH:32]=[CH:33][CH:34]=5)[NH:29][CH:28]=4)[CH2:21][CH2:20]3)[C:13]=2[O:12][CH2:11][CH2:10]1.[O:9]1[C:14]2[CH:15]=[CH:16][CH:17]=[C:18]([N:19]3[CH2:20][CH2:21][N:22]([CH2:25][CH2:26][C:27]4[C:35]5[C:30](=[CH:31][CH:32]=[CH:33][CH:34]=5)[NH:29][CH:28]=4)[CH2:23][CH2:24]3)[C:13]=2[O:12][CH2:11][CH2:10]1.[OH-].[Na+].C(Cl)(=O)C.[C:69]([OH:74])(=[O:73])[C:70]([OH:72])=[O:71].